From a dataset of Reaction yield outcomes from USPTO patents with 853,638 reactions. Predict the reaction yield, written as a fraction of the theoretical maximum amount of product (1.0 means a 100% yield; for example, 0.34 means a 34% yield). (1) The reactants are [F:1][C:2]1[CH:3]=[C:4]([C@H:9]2[CH2:13][CH2:12][CH2:11][C@@H:10]2[OH:14])[CH:5]=[C:6]([F:8])[CH:7]=1.CC(OI1(OC(C)=O)(OC(C)=O)OC(=O)C2C=CC=CC1=2)=O. The catalyst is C(Cl)Cl. The product is [F:1][C:2]1[CH:3]=[C:4]([CH:9]2[CH2:13][CH2:12][CH2:11][C:10]2=[O:14])[CH:5]=[C:6]([F:8])[CH:7]=1. The yield is 0.800. (2) The reactants are [C:1]([O:5][C:6]([N:8]1[CH:12]([C:13]2[C:17]3[N:18]=[CH:19][NH:20][C:21](=[O:22])[C:16]=3[NH:15][CH:14]=2)[CH:11]([OH:23])[CH:10]([OH:24])[CH:9]1[CH2:25][OH:26])=[O:7])([CH3:4])([CH3:3])[CH3:2].[C:27](Cl)(=[O:34])[C:28]1[CH:33]=[CH:32][CH:31]=[CH:30][CH:29]=1.[C:36]([O-:39])(O)=O.[Na+].C([O:44][CH2:45][CH3:46])(=O)C.N1[CH:52]=[CH:51][CH:50]=[CH:49][CH:48]=1. The catalyst is CN(C1C=CN=CC=1)C. The product is [C:1]([O:5][C:6]([N:8]1[CH:12]([C:13]2[C:17]3[N:18]=[CH:19][NH:20][C:21](=[O:22])[C:16]=3[NH:15][CH:14]=2)[CH:11]([O:23][C:27](=[O:34])[C:28]2[CH:33]=[CH:32][CH:31]=[CH:30][CH:29]=2)[CH:10]([O:24][C:45](=[O:44])[C:46]2[CH:52]=[CH:51][CH:50]=[CH:49][CH:48]=2)[CH:9]1[CH2:25][O:26][C:36](=[O:39])[C:28]1[CH:33]=[CH:32][CH:31]=[CH:30][CH:29]=1)=[O:7])([CH3:4])([CH3:3])[CH3:2]. The yield is 0.585. (3) The yield is 0.930. The reactants are Br[C:2]1[CH:15]=[CH:14][C:5]([C:6]([C:8]2[CH:13]=[CH:12][CH:11]=[CH:10][CH:9]=2)=[O:7])=[CH:4][CH:3]=1.[CH2:16]([NH2:22])[CH2:17][CH2:18][CH2:19][CH2:20][CH3:21].CC(C)([O-])C.[Na+]. The catalyst is C1(C)C=CC=CC=1.C1C=CC(/C=C/C(/C=C/C2C=CC=CC=2)=O)=CC=1.C1C=CC(/C=C/C(/C=C/C2C=CC=CC=2)=O)=CC=1.[Pd]. The product is [CH2:16]([NH:22][C:2]1[CH:15]=[CH:14][C:5]([C:6]([C:8]2[CH:13]=[CH:12][CH:11]=[CH:10][CH:9]=2)=[O:7])=[CH:4][CH:3]=1)[CH2:17][CH2:18][CH2:19][CH2:20][CH3:21]. (4) The reactants are [Cl:1][C:2]1[N:7]=[CH:6][N:5]=[C:4]2[NH:8][N:9]=[C:10](I)[C:3]=12.[CH3:12][Si:13]([CH3:17])([CH3:16])[C:14]#[CH:15].CN(C=O)C.C1COCC1. The catalyst is C(Cl)Cl.[Cu]I.C1C=CC([P]([Pd]([P](C2C=CC=CC=2)(C2C=CC=CC=2)C2C=CC=CC=2)([P](C2C=CC=CC=2)(C2C=CC=CC=2)C2C=CC=CC=2)[P](C2C=CC=CC=2)(C2C=CC=CC=2)C2C=CC=CC=2)(C2C=CC=CC=2)C2C=CC=CC=2)=CC=1.CC(C)=O. The product is [Cl:1][C:2]1[N:7]=[CH:6][N:5]=[C:4]2[NH:8][N:9]=[C:10]([C:15]#[C:14][Si:13]([CH3:17])([CH3:16])[CH3:12])[C:3]=12. The yield is 0.361. (5) The reactants are [CH3:1][N:2]1[C:7](=[O:8])[C:6]2[CH:9]=[C:10]([C:12]3[CH:17]=[C:16]([S:18]([N:21]4[CH2:26][CH2:25][NH:24][CH2:23][CH2:22]4)(=[O:20])=[O:19])[CH:15]=[CH:14][C:13]=3[O:27][CH2:28][CH2:29][CH3:30])[NH:11][C:5]=2[N:4]([CH2:31][CH2:32][CH3:33])[C:3]1=[O:34].[CH2:35]=O. The catalyst is [Pd]. The product is [CH3:1][N:2]1[C:7](=[O:8])[C:6]2[CH:9]=[C:10]([C:12]3[CH:17]=[C:16]([S:18]([N:21]4[CH2:26][CH2:25][N:24]([CH3:35])[CH2:23][CH2:22]4)(=[O:20])=[O:19])[CH:15]=[CH:14][C:13]=3[O:27][CH2:28][CH2:29][CH3:30])[NH:11][C:5]=2[N:4]([CH2:31][CH2:32][CH3:33])[C:3]1=[O:34]. The yield is 0.170. (6) The reactants are Cl[C:2]1[CH:7]=[C:6]([C:8]2[CH:13]=[CH:12][CH:11]=[CH:10][CH:9]=2)[N:5]=[CH:4][N:3]=1.[CH3:14][C:15]1[CH:20]=[CH:19][CH:18]=[C:17]([CH3:21])[C:16]=1B(O)O.C(=O)([O-])[O-].[Na+].[Na+].CN(C)C=O. The catalyst is Cl[Pd](Cl)([P](C1C=CC=CC=1)(C1C=CC=CC=1)C1C=CC=CC=1)[P](C1C=CC=CC=1)(C1C=CC=CC=1)C1C=CC=CC=1.O. The product is [C:8]1([C:6]2[CH:7]=[C:2]([C:16]3[C:15]([CH3:14])=[CH:20][CH:19]=[CH:18][C:17]=3[CH3:21])[N:3]=[CH:4][N:5]=2)[CH:9]=[CH:10][CH:11]=[CH:12][CH:13]=1. The yield is 0.230. (7) The reactants are [Br:1][C:2]1[CH:10]=[C:9]2[C:5]([CH2:6][C:7]3([CH2:30][CH2:29][CH:28]([O:31][CH3:32])[CH2:27][CH2:26]3)[C:8]2([NH:16][S:17]([CH2:20][CH2:21][Si:22]([CH3:25])([CH3:24])[CH3:23])(=[O:19])=[O:18])[C:11]([O:13][CH2:14][CH3:15])=C)=[CH:4][CH:3]=1.C([O-])([O-])=[O:34].[K+].[K+].FC(F)CI. The catalyst is CC#N. The product is [Br:1][C:2]1[CH:10]=[C:9]2[C:5]([CH2:6][C:7]3([CH2:30][CH2:29][CH:28]([O:31][CH3:32])[CH2:27][CH2:26]3)[C:8]2([NH:16][S:17]([CH2:20][CH2:21][Si:22]([CH3:25])([CH3:24])[CH3:23])(=[O:18])=[O:19])[C:11]([O:13][CH2:14][CH3:15])=[O:34])=[CH:4][CH:3]=1. The yield is 0.770. (8) The reactants are [NH2:1][C:2]1[C:7]2[C:8]([C:11]3[CH:16]=[CH:15][C:14]([NH:17][C:18](=[O:24])[O:19][C:20]([CH3:23])([CH3:22])[CH3:21])=[CH:13][CH:12]=3)=[CH:9][S:10][C:6]=2[C:5](I)=[CH:4][N:3]=1.[N:26]1[CH:31]=[CH:30][C:29](B(O)O)=[CH:28][CH:27]=1.C([O-])([O-])=O.[Na+].[Na+]. The catalyst is C1COCC1.CO.O.C1C=CC(P(C2C=CC=CC=2)[C-]2C=CC=C2)=CC=1.C1C=CC(P(C2C=CC=CC=2)[C-]2C=CC=C2)=CC=1.Cl[Pd]Cl.[Fe+2]. The product is [NH2:1][C:2]1[C:7]2[C:8]([C:11]3[CH:16]=[CH:15][C:14]([NH:17][C:18](=[O:24])[O:19][C:20]([CH3:23])([CH3:22])[CH3:21])=[CH:13][CH:12]=3)=[CH:9][S:10][C:6]=2[C:5]([C:29]2[CH:30]=[CH:31][N:26]=[CH:27][CH:28]=2)=[CH:4][N:3]=1. The yield is 0.460. (9) The reactants are [F:1][C:2]1[CH:7]=[CH:6][C:5]([C:8](=[O:15])[CH2:9][CH2:10][CH2:11][C:12]([OH:14])=O)=[CH:4][CH:3]=1.[CH3:16][C:17](C)(C)[C:18](Cl)=[O:19].C1N(C[C:30]2[CH:35]=[CH:34][CH:33]=[CH:32][CH:31]=2)C(=O)OC1.O.C[N:38](C)[CH:39]=[O:40]. The catalyst is CN(C)C1C=CN=CC=1. The product is [CH2:16]([C@H:17]1[CH2:18][O:19][C:39](=[O:40])[N:38]1[C:12](=[O:14])[CH2:11][CH2:10][CH2:9][C:8]([C:5]1[CH:4]=[CH:3][C:2]([F:1])=[CH:7][CH:6]=1)=[O:15])[C:30]1[CH:35]=[CH:34][CH:33]=[CH:32][CH:31]=1. The yield is 0.780. (10) The reactants are [N+:1]([C:4]1[CH:5]=[C:6]([CH2:10][C:11]2[C:19]3[C:14](=[CH:15][CH:16]=[CH:17][CH:18]=3)[N:13]([CH2:20][C:21]([O:23]CC)=[O:22])[CH:12]=2)[CH:7]=[CH:8][CH:9]=1)([O-:3])=[O:2].[OH-].[Na+].Cl. The catalyst is C1COCC1.CCO. The product is [N+:1]([C:4]1[CH:5]=[C:6]([CH2:10][C:11]2[C:19]3[C:14](=[CH:15][CH:16]=[CH:17][CH:18]=3)[N:13]([CH2:20][C:21]([OH:23])=[O:22])[CH:12]=2)[CH:7]=[CH:8][CH:9]=1)([O-:3])=[O:2]. The yield is 0.690.